Predict the reaction yield, written as a fraction of the theoretical maximum amount of product (1.0 means a 100% yield; for example, 0.34 means a 34% yield). From a dataset of Reaction yield outcomes from USPTO patents with 853,638 reactions. (1) The catalyst is CN1C(=O)CCC1. The reactants are [C:1]([CH2:3][CH2:4][S:5][C:6]1[CH:11]=[C:10]([NH2:12])[C:9]([S:13][CH2:14][CH2:15][C:16]#[N:17])=[CH:8][C:7]=1[NH:18][C:19](=[O:29])[C:20]1[CH:25]=[CH:24][C:23]([N+:26]([O-:28])=[O:27])=[CH:22][CH:21]=1)#[N:2].[OH:30][C:31]1[CH:39]=[CH:38][C:34]([C:35](O)=[O:36])=[CH:33][CH:32]=1. The product is [C:16]([CH2:15][CH2:14][S:13][C:9]1[CH:8]=[C:7]([NH:18][C:19](=[O:29])[C:20]2[CH:21]=[CH:22][C:23]([N+:26]([O-:28])=[O:27])=[CH:24][CH:25]=2)[C:6]([S:5][CH2:4][CH2:3][C:1]#[N:2])=[CH:11][C:10]=1[NH:12][C:35](=[O:36])[C:34]1[CH:38]=[CH:39][C:31]([OH:30])=[CH:32][CH:33]=1)#[N:17]. The yield is 0.763. (2) The reactants are [I:1][C:2]1[CH:3]=[C:4]2[C:8](=[CH:9][CH:10]=1)[NH:7][CH:6]=[C:5]2[CH2:11][C:12]([N:14]([CH3:16])[CH3:15])=[O:13].[H-].[Na+].[H][H].[CH2:21](Cl)[C:22]1[CH:27]=[CH:26][CH:25]=[CH:24][CH:23]=1. The catalyst is CN(C=O)C. The product is [CH2:21]([N:7]1[C:8]2[C:4](=[CH:3][C:2]([I:1])=[CH:10][CH:9]=2)[C:5]([CH2:11][C:12]([N:14]([CH3:15])[CH3:16])=[O:13])=[CH:6]1)[C:22]1[CH:27]=[CH:26][CH:25]=[CH:24][CH:23]=1. The yield is 0.850. (3) The reactants are [F:1][C:2]1[C:11]2[O:10][CH2:9][CH2:8][C:7](=O)[C:6]=2[C:5]([CH3:13])=[CH:4][CH:3]=1. The catalyst is C(O)(=O)C.[Zn]. The product is [F:1][C:2]1[C:11]2[O:10][CH2:9][CH2:8][CH2:7][C:6]=2[C:5]([CH3:13])=[CH:4][CH:3]=1. The yield is 0.440.